This data is from Forward reaction prediction with 1.9M reactions from USPTO patents (1976-2016). The task is: Predict the product of the given reaction. (1) Given the reactants [C:1]([O:5][C:6]([C@H:8]([CH2:13]I)[C:9]([O:11][CH3:12])=[O:10])=[O:7])([CH3:4])([CH3:3])[CH3:2].Br[C:16]1[O:17][C:18]2[CH:24]=[CH:23][CH:22]=[CH:21][C:19]=2[CH:20]=1, predict the reaction product. The product is: [O:17]1[C:18]2[CH:24]=[CH:23][CH:22]=[CH:21][C:19]=2[CH:20]=[C:16]1[CH2:13][C@H:8]([C:6]([O:5][C:1]([CH3:4])([CH3:3])[CH3:2])=[O:7])[C:9]([O:11][CH3:12])=[O:10]. (2) Given the reactants [F:1][C:2]1[CH:7]=[CH:6][C:5]([CH:8]2[O:12]C(=O)[NH:10][CH:9]2[CH2:14][C:15]2[CH:20]=[CH:19][CH:18]=[C:17]([O:21][CH:22]([CH3:24])[CH3:23])[CH:16]=2)=[CH:4][CH:3]=1.[OH-].[Na+], predict the reaction product. The product is: [NH2:10][CH:9]([CH2:14][C:15]1[CH:20]=[CH:19][CH:18]=[C:17]([O:21][CH:22]([CH3:24])[CH3:23])[CH:16]=1)[CH:8]([C:5]1[CH:4]=[CH:3][C:2]([F:1])=[CH:7][CH:6]=1)[OH:12].